Predict the reactants needed to synthesize the given product. From a dataset of Full USPTO retrosynthesis dataset with 1.9M reactions from patents (1976-2016). (1) Given the product [CH2:1]([N:8]1[C:12](=[O:13])[N:11]([C:14]2[CH:15]=[N:16][N:17]([CH2:19][C:20]3[C:21]([CH3:26])=[N:22][O:23][C:24]=3[CH3:25])[CH:18]=2)[C:10](=[O:27])[N:9]1[CH2:28][O:29][CH3:30])[C:2]1[CH:3]=[CH:4][CH:5]=[CH:6][CH:7]=1, predict the reactants needed to synthesize it. The reactants are: [CH2:1]([N:8]1[C:12](=[O:13])[N:11]([C:14]2[CH:15]=[N:16][N:17]([CH2:19][C:20]3[C:21]([CH3:26])=[N:22][O:23][C:24]=3[CH3:25])[CH:18]=2)[C:10](=[O:27])[NH:9]1)[C:2]1[CH:7]=[CH:6][CH:5]=[CH:4][CH:3]=1.[CH3:28][O:29][CH2:30]Br. (2) Given the product [Cl:8][C:7]1[C:2]([C:11]([F:18])([F:17])[C:12]([O:14][CH2:15][CH3:16])=[O:13])=[N:3][CH:4]=[C:5]([Cl:9])[CH:6]=1, predict the reactants needed to synthesize it. The reactants are: Br[C:2]1[C:7]([Cl:8])=[CH:6][C:5]([Cl:9])=[CH:4][N:3]=1.Br[C:11]([F:18])([F:17])[C:12]([O:14][CH2:15][CH3:16])=[O:13].P([O-])([O-])([O-])=O.[K+].[K+].[K+]. (3) Given the product [O:22]=[S:19]1(=[O:23])[CH2:18][CH:17]=[C:16]([C:13]2[CH:14]=[CH:15][C:10]([C:9]3[C:5]4[CH:4]=[C:3]([CH2:2][O:1][C:28]5[CH:33]=[CH:32][C:31]([C@@H:34]([C:40]#[C:41][CH3:42])[CH2:35][C:36]([O:38][CH3:39])=[O:37])=[CH:30][CH:29]=5)[CH:26]=[CH:25][C:6]=4[S:7][CH:8]=3)=[C:11]([CH3:24])[CH:12]=2)[CH2:21][CH2:20]1, predict the reactants needed to synthesize it. The reactants are: [OH:1][CH2:2][C:3]1[CH:26]=[CH:25][C:6]2[S:7][CH:8]=[C:9]([C:10]3[CH:15]=[CH:14][C:13]([C:16]4[CH2:17][CH2:18][S:19](=[O:23])(=[O:22])[CH2:20][CH:21]=4)=[CH:12][C:11]=3[CH3:24])[C:5]=2[CH:4]=1.O[C:28]1[CH:33]=[CH:32][C:31]([C@@H:34]([C:40]#[C:41][CH3:42])[CH2:35][C:36]([O:38][CH3:39])=[O:37])=[CH:30][CH:29]=1.C1C=CC(P(C2C=CC=CC=2)C2C=CC=CC=2)=CC=1.C1C=CC(COC(/N=N/C(OCC2C=CC=CC=2)=O)=O)=CC=1.